Predict the reaction yield, written as a fraction of the theoretical maximum amount of product (1.0 means a 100% yield; for example, 0.34 means a 34% yield). From a dataset of Reaction yield outcomes from USPTO patents with 853,638 reactions. (1) The reactants are [N:1]1[CH:6]=[CH:5][CH:4]=[C:3]([CH:7]=[N:8][S:9]([CH2:12][CH2:13][Si:14]([CH3:17])([CH3:16])[CH3:15])(=[O:11])=[O:10])[CH:2]=1.CO/[CH:20]=[CH:21]/[C:22]([O:24][Si](C)(C)C)=[CH2:23]. The catalyst is C1(C)C=CC=CC=1. The product is [CH3:15][Si:14]([CH3:17])([CH3:16])[CH2:13][CH2:12][S:9]([N:8]1[CH:20]=[CH:21][C:22](=[O:24])[CH2:23][CH:7]1[C:3]1[CH:2]=[N:1][CH:6]=[CH:5][CH:4]=1)(=[O:11])=[O:10]. The yield is 0.400. (2) The catalyst is O1CCCC1. The product is [CH3:39][N:36]1[CH2:35][CH2:34][N:33]([C:30]2[S:31][CH:32]=[C:28]([C:25]3[CH:24]=[CH:23][C:22]([C:20]([NH:19][C:13]4([C:11]([OH:12])=[O:10])[CH2:18][CH2:17][CH2:16][CH2:15][CH2:14]4)=[O:21])=[CH:27][CH:26]=3)[N:29]=2)[CH2:38][CH2:37]1. The yield is 0.670. The reactants are [OH-].[Na+].C1(C[O:10][C:11]([C:13]2([NH:19][C:20]([C:22]3[CH:27]=[CH:26][C:25]([C:28]4[N:29]=[C:30]([N:33]5[CH2:38][CH2:37][N:36]([CH3:39])[CH2:35][CH2:34]5)[S:31][CH:32]=4)=[CH:24][CH:23]=3)=[O:21])[CH2:18][CH2:17][CH2:16][CH2:15][CH2:14]2)=[O:12])C=CC=CC=1.CCOCC. (3) The reactants are [CH2:1]([OH:77])[C@H:2]1[O:7][C@@H:6]2[O:8][C@H:9]3[C@H:14]([OH:15])[C@@H:13]([OH:16])[C@@H:12]([O:17][C@H:18]4[C@H:23]([OH:24])[C@@H:22]([OH:25])[C@@H:21]([O:26][C@H:27]5[C@H:32]([OH:33])[C@@H:31]([OH:34])[C@@H:30]([O:35][C@H:36]6[C@H:41]([OH:42])[C@@H:40]([OH:43])[C@@H:39]([O:44][C@H:45]7[C@H:50]([OH:51])[C@@H:49]([OH:52])[C@@H:48]([O:53][C@H:54]8[C@H:60]([OH:61])[C@@H:59]([OH:62])[C@@H:57]([O:58][C@H:3]1[C@H:4]([OH:76])[C@H:5]2[OH:75])[O:56][C@@H:55]8[CH2:63][OH:64])[O:47][C@@H:46]7[CH2:65][OH:66])[O:38][C@@H:37]6[CH2:67][OH:68])[O:29][C@@H:28]5[CH2:69][OH:70])[O:20][C@@H:19]4[CH2:71][OH:72])[O:11][C@@H:10]3[CH2:73][OH:74].C(ON1C(=O)CCC1=O)(=O)CCCCCCC(ON1C(=O)CCC1=O)=O.C(ON1C(=O)CCC1=O)(=O)CCCCCCC(ON1C(=O)CCC1=O)=O. No catalyst specified. The product is [CH2:67]([OH:68])[C@H:37]1[O:38][C@@H:39]2[O:44][C@H:45]3[C@H:50]([OH:51])[C@@H:49]([OH:52])[C@@H:48]([O:53][C@H:54]4[C@H:60]([OH:61])[C@@H:59]([OH:62])[C@@H:57]([O:58][C@H:3]5[C@H:4]([OH:76])[C@@H:5]([OH:75])[C@@H:6]([O:8][C@H:9]6[C@H:14]([OH:15])[C@@H:13]([OH:16])[C@@H:12]([O:17][C@H:18]7[C@H:23]([OH:24])[C@@H:22]([OH:25])[C@@H:21]([O:26][C@H:27]8[C@H:32]([OH:33])[C@@H:31]([OH:34])[C@@H:30]([O:35][C@H:36]1[C@H:41]([OH:42])[C@H:40]2[OH:43])[O:29][C@@H:28]8[CH2:69][OH:70])[O:20][C@@H:19]7[CH2:71][OH:72])[O:11][C@@H:10]6[CH2:73][OH:74])[O:7][C@@H:2]5[CH2:1][OH:77])[O:56][C@@H:55]4[CH2:63][OH:64])[O:47][C@@H:46]3[CH2:65][OH:66]. The yield is 0.670. (4) The reactants are [Cl:1][C:2]1[C:10]2[NH:9][N:8]=[CH:7][C:6]=2[C:5]2[CH2:11][N:12]([CH2:18][C:19]([F:22])([F:21])[F:20])[C:13](=[O:17])[C@H:14]([OH:16])[CH2:15][C:4]=2[CH:3]=1.ClCCl.C(N(C(C)C)CC)(C)C.[C:35](Cl)(=[O:46])[O:36][C:37]1[CH:42]=[CH:41][C:40]([N+:43]([O-:45])=[O:44])=[CH:39][CH:38]=1. No catalyst specified. The product is [C:35](=[O:46])([O:36][C:37]1[CH:38]=[CH:39][C:40]([N+:43]([O-:45])=[O:44])=[CH:41][CH:42]=1)[O:16][C@H:14]1[C:13](=[O:17])[N:12]([CH2:18][C:19]([F:21])([F:20])[F:22])[CH2:11][C:5]2[C:6]3[CH:7]=[N:8][NH:9][C:10]=3[C:2]([Cl:1])=[CH:3][C:4]=2[CH2:15]1. The yield is 0.560.